This data is from NCI-60 drug combinations with 297,098 pairs across 59 cell lines. The task is: Regression. Given two drug SMILES strings and cell line genomic features, predict the synergy score measuring deviation from expected non-interaction effect. Drug 1: CC1=C(C=C(C=C1)C(=O)NC2=CC(=CC(=C2)C(F)(F)F)N3C=C(N=C3)C)NC4=NC=CC(=N4)C5=CN=CC=C5. Drug 2: C1=NC(=NC(=O)N1C2C(C(C(O2)CO)O)O)N. Cell line: HCT-15. Synergy scores: CSS=15.2, Synergy_ZIP=-6.49, Synergy_Bliss=0.910, Synergy_Loewe=-9.98, Synergy_HSA=0.0479.